Task: Predict the reactants needed to synthesize the given product.. Dataset: Full USPTO retrosynthesis dataset with 1.9M reactions from patents (1976-2016) (1) Given the product [N:39]1([CH2:38][CH2:37][CH2:36][O:35][C:32]2[CH:33]=[CH:34][C:29]([C:26]3[CH:27]=[CH:28][C:23]([O:22][CH2:21][CH2:20][CH2:19][N:7]4[CH2:12][CH2:11][O:10][CH2:9][CH2:8]4)=[CH:24][CH:25]=3)=[CH:30][CH:31]=2)[CH2:40][CH2:41][CH2:42][CH2:43][CH2:44]1, predict the reactants needed to synthesize it. The reactants are: C(=O)([O-])[O-].[K+].[K+].[NH:7]1[CH2:12][CH2:11][O:10][CH2:9][CH2:8]1.CN(C)C=O.Cl[CH2:19][CH2:20][CH2:21][O:22][C:23]1[CH:28]=[CH:27][C:26]([C:29]2[CH:34]=[CH:33][C:32]([O:35][CH2:36][CH2:37][CH2:38][N:39]3[CH2:44][CH2:43][CH2:42][CH2:41][CH2:40]3)=[CH:31][CH:30]=2)=[CH:25][CH:24]=1. (2) Given the product [N:55]([C:2]1[CH:31]=[CH:30][C:5]([CH2:6][C@H:7]2[C@H:12]([OH:13])[C@@H:11]([N:14]([C:33]3[CH:42]=[CH:40][CH:38]=[C:36]([C:52]([CH3:51])([CH3:47])[CH3:59])[CH:34]=3)[CH:15]3[CH2:16][CH2:17]3)[CH2:10][S:9](=[O:29])(=[O:28])[CH2:8]2)=[CH:4][CH:3]=1)=[N+:56]=[N-:57], predict the reactants needed to synthesize it. The reactants are: Br[C:2]1[CH:31]=[CH:30][C:5]([CH2:6][C@H:7]2[C@H:12]([OH:13])[C@@H:11]([NH:14][C:15]3(C4C=CC=C(C(C)(C)C)C=4)[CH2:17][CH2:16]3)[CH2:10][S:9](=[O:29])(=[O:28])[CH2:8]2)=[CH:4][CH:3]=1.O=[C:33]1O[C@H:38]([C@H:40]([CH2:42]O)O)[C:36]([O-])=[C:34]1O.[Na+].CN[C@H:47]1[CH2:52][CH2:51]CC[C@@H]1NC.[N-:55]=[N+:56]=[N-:57].[Na+].[CH2:59](O)C.O. (3) Given the product [Br:1][C:2]1[CH:3]=[C:4]([C:13]([CH3:16])([CH3:15])[CH3:14])[C:5]([O:12][CH3:17])=[C:6]([C:8]([CH3:9])([CH3:10])[CH3:11])[CH:7]=1, predict the reactants needed to synthesize it. The reactants are: [Br:1][C:2]1[CH:7]=[C:6]([C:8]([CH3:11])([CH3:10])[CH3:9])[C:5]([OH:12])=[C:4]([C:13]([CH3:16])([CH3:15])[CH3:14])[CH:3]=1.[C:17](=O)([O-])[O-].[K+].[K+].S(OC)(OC)(=O)=O. (4) The reactants are: [CH:1]1[CH:2]=[C:3]([CH2:6][NH:7][C:8]2[N:16]=[CH:15][N:14]=[C:10]3[N:11]=[CH:12][NH:13][C:9]=23)[O:4][CH:5]=1.Br[CH2:18][CH2:19][Cl:20].C([O-])([O-])=O.[K+].[K+]. Given the product [CH2:6]([NH:7][C:8]1[N:16]=[CH:15][N:14]=[C:10]2[C:9]=1[N:13]=[CH:12][N:11]2[CH2:18][CH2:19][Cl:20])[C:3]1[O:4][CH:5]=[CH:1][CH:2]=1, predict the reactants needed to synthesize it.